From a dataset of Catalyst prediction with 721,799 reactions and 888 catalyst types from USPTO. Predict which catalyst facilitates the given reaction. Reactant: [CH:1]1[C:13]2[CH:12]([CH2:14][O:15][C:16]([N:18]3[CH2:23][CH2:22][CH:21]([NH:24][NH2:25])[CH2:20][CH2:19]3)=[O:17])[C:11]3[C:6](=[CH:7][CH:8]=[CH:9][CH:10]=3)[C:5]=2[CH:4]=[CH:3][CH:2]=1.S.CC1N(C2CCNCC2)[C:31](=[O:39])[NH:30][C:29]=1[C:40]1[CH:45]=[CH:44][CH:43]=[CH:42][CH:41]=1. Product: [C:40]1([C:29]2[NH:30][C:31](=[O:39])[N:24]([CH:21]3[CH2:22][CH2:23][N:18]([C:16]([O:15][CH2:14][CH:12]4[C:13]5[CH:1]=[CH:2][CH:3]=[CH:4][C:5]=5[C:6]5[C:11]4=[CH:10][CH:9]=[CH:8][CH:7]=5)=[O:17])[CH2:19][CH2:20]3)[N:25]=2)[CH:45]=[CH:44][CH:43]=[CH:42][CH:41]=1. The catalyst class is: 7.